From a dataset of Retrosynthesis with 50K atom-mapped reactions and 10 reaction types from USPTO. Predict the reactants needed to synthesize the given product. (1) Given the product COC(=O)c1ccc([C@H](C)NC(=O)[C@H]2CCCCN2CCOc2ccc(F)cc2)cc1, predict the reactants needed to synthesize it. The reactants are: COC(=O)c1ccc([C@H](C)NC(=O)[C@H]2CCCCN2)cc1.O=CCOc1ccc(F)cc1. (2) Given the product CC(C)(C)OC(=O)N1CCC[C@H](COc2ccc(F)cc2Oc2ccccc2)C1, predict the reactants needed to synthesize it. The reactants are: CC(C)(C)OC(=O)N1CCC[C@H](COc2ccc(F)cc2O)C1.OB(O)c1ccccc1. (3) Given the product CNc1ccc(C)cc1Cl, predict the reactants needed to synthesize it. The reactants are: CI.Cc1ccc(N)c(Cl)c1. (4) Given the product CCOC(=O)c1ccc(-n2cc(CC(C)C)c3ccc(Cl)cc32)s1, predict the reactants needed to synthesize it. The reactants are: CC(C)Cc1c[nH]c2cc(Cl)ccc12.CCOC(=O)c1ccc(Br)s1. (5) The reactants are: CCOCC(CO)NC(=O)OC(C)(C)C.CS(=O)(=O)Cl. Given the product CCOCC(COS(C)(=O)=O)NC(=O)OC(C)(C)C, predict the reactants needed to synthesize it. (6) Given the product CCC(O)CCCCC1C=CCC1, predict the reactants needed to synthesize it. The reactants are: CC[Mg+].O=CCCCCC1C=CCC1.